From a dataset of Full USPTO retrosynthesis dataset with 1.9M reactions from patents (1976-2016). Predict the reactants needed to synthesize the given product. Given the product [CH3:1][C:2]1[CH:10]=[CH:9][C:5]([C:6]([NH:18][C:19]2[CH:24]=[CH:23][C:22]([N:25]([CH2:33][CH2:34][N:35]3[CH:39]=[CH:38][CH:37]=[N:36]3)[C:26](=[O:32])[O:27][C:28]([CH3:31])([CH3:29])[CH3:30])=[CH:21][CH:20]=2)=[O:8])=[C:4]([N:11]2[CH2:16][CH2:15][CH:14]([CH3:17])[CH2:13][CH2:12]2)[CH:3]=1, predict the reactants needed to synthesize it. The reactants are: [CH3:1][C:2]1[CH:10]=[CH:9][C:5]([C:6]([OH:8])=O)=[C:4]([N:11]2[CH2:16][CH2:15][CH:14]([CH3:17])[CH2:13][CH2:12]2)[CH:3]=1.[NH2:18][C:19]1[CH:24]=[CH:23][C:22]([N:25]([CH2:33][CH2:34][N:35]2[CH:39]=[CH:38][CH:37]=[N:36]2)[C:26](=[O:32])[O:27][C:28]([CH3:31])([CH3:30])[CH3:29])=[CH:21][CH:20]=1.ON1C2C=CC=CC=2N=N1.Cl.CN(C)CCCN=C=NCC.